This data is from Drug-target binding data from BindingDB using Ki measurements. The task is: Regression. Given a target protein amino acid sequence and a drug SMILES string, predict the binding affinity score between them. We predict pKi (pKi = -log10(Ki in M); higher means stronger inhibition). Dataset: bindingdb_ki. (1) The compound is CSc1ccc([C@@H]2CN3CCC[C@@H]3c3ccccc32)cc1. The target is MLLARMKPQVQPELGGADQ. The pKi is 8.5. (2) The compound is Fc1cccc(-c2cc3nc4c(c(N5CCNCC5)n3n2)CCCC4)c1. The target protein sequence is MLYPIITESRQLIDLSGIWKFKLNEGNGLTEELSKAPLEDTIEMAVPSSYNDLVESQEVRDHVGWVWYERNFTIPKTLLNERIVLRFGSATHEAKVYLNGELLVEHKGGFTPFEAEINDLLVSGDNRLTVAVNNIIDETTLPVGLVKEVEIDGKKVIKNSVNFDFFNYAGIHRPVKIYTTPKSYVEDITIVTDFKENNGYVNYEVQAVGKCNIKVTIIDEENNIVAEGEGKEGKLTINNVHLWEPMNAYLYKLKVELLDDEEIIDTYFEEFGVRTVEVKDGKFLINNKPFYFKGFGKHEDSYVNGRGINEAINIKDFNLMKWIGANSFRTSHYPYSEEIMRLADREGIVVIDETPAVGLHLNFMATGFGGDAPKRDTWKEIGTKEAHERILRELVSRDKNHPCVVMWSVANEPDSDSEGAKEYFEPLIKLTKELDPQKRPVTVVTYLMSTPDRCKVGDIVDVLCLNRYYGWYVAGGDLEEAKRMLEDELKGWEERCPKTP.... The pKi is 5.2. (3) The small molecule is Cc1ccc(-n2nccn2)c(C(=O)N2CC3CC(Nc4ncc(C(F)(F)F)cc4F)C2C3)n1. The target protein (P56718) has sequence MEPSATPGAQPGVPTSSGEPFHLPPDYEDEFLRYLWRDYLYPKQYEWVLIAAYVAVFLIALVGNTLVCLAVWRNHHMRTVTNYFIVNLSLADVLVTAICLPASLLVDITESWLFGHALCKVIPYLQAVSVSVAVLTLSFIALDRWYAICHPLLFKSTARRARGSILGIWAVSLAVMVPQAAVMECSSVLPELANRTRLFSVCDERWADELYPKIYHSCFFFVTYLAPLGLMGMAYFQIFRKLWGPQIPGTTSALVRNWKRPSEQLEAQHQGLCTEPQPRARAFLAEVKQMRARRKTAKMLMVVLLVFALCYLPISVLNVLKRVFGMFRQASDREAVYACFTFSHWLVYANSAANPIIYNFLSGKFREQFKAAFSCCLPGLGPSSSARHKSLSLQSRCSVSKVSEHVVLTTVTTVLS. The pKi is 8.2. (4) The compound is CC(=O)N[C@@H](Cc1c[nH]c2ccccc12)C(=O)OCc1cc(C(F)(F)F)cc(C(F)(F)F)c1. The target protein (P25103) has sequence MDNVLPVDSDLSPNISTNTSEPNQFVQPAWQIVLWAAAYTVIVVTSVVGNVVVMWIILAHKRMRTVTNYFLVNLAFAEASMAAFNTVVNFTYAVHNEWYYGLFYCKFHNFFPIAAVFASIYSMTAVAFDRYMAIIHPLQPRLSATATKVVICVIWVLALLLAFPQGYYSTTETMPSRVVCMIEWPEHPNKIYEKVYHICVTVLIYFLPLLVIGYAYTVVGITLWASEIPGDSSDRYHEQVSAKRKVVKMMIVVVCTFAICWLPFHIFFLLPYINPDLYLKKFIQQVYLAIMWLAMSSTMYNPIIYCCLNDRFRLGFKHAFRCCPFISAGDYEGLEMKSTRYLQTQGSVYKVSRLETTISTVVGAHEEEPEDGPKATPSSLDLTSNCSSRSDSKTMTESFSFSSNVLS. The pKi is 9.1. (5) The target protein (P43116) has sequence MGNASNDSQSEDCETRQWLPPGESPAISSVMFSAGVLGNLIALALLARRWRGDVGCSAGRRSSLSLFHVLVTELVFTDLLGTCLISPVVLASYARNQTLVALAPESRACTYFAFAMTFFSLATMLMLFAMALERYLSIGHPYFYQRRVSRSGGLAVLPVIYAVSLLFCSLPLLDYGQYVQYCPGTWCFIRHGRTAYLQLYATLLLLLIVSVLACNFSVILNLIRMHRRSRRSRCGPSLGSGRGGPGARRRGERVSMAEETDHLILLAIMTITFAVCSLPFTIFAYMNETSSRKEKWDLQALRFLSINSIIDPWVFAILRPPVLRLMRSVLCCRISLRTQDATQTSCSTQSDASKQADL. The drug is CCCCNC(=O)NS(=O)(=O)c1ccccc1-c1ccc(CN2C(=O)c3ccccc3CCc3ccccc32)cc1. The pKi is 4.0. (6) The drug is CC(C)(C)NC(=O)[C@@H]1C[C@@H]2CCCC[C@@H]2CN1C[C@@H](O)[C@H](Cc1ccccc1)NC(=O)[C@H](CC(N)=O)NC(=O)c1ccc2ccccc2n1. The target protein sequence is PQITLWQRPLVTIKIGGQLKEALLDTGADDTVLEEMSLPGRWKPKMIGGIGGFIKVRQYDQILIEICGHKAIGTVLVGPTPFNIIGRNLLTQIGCTLNF. The pKi is 9.2. (7) The small molecule is COc1ccccc1N1CCN(CCN(C(=O)C2CCCCC2)c2ccccn2)CC1. The target protein sequence is MALFTRSSSHPNTTDPLPCGADNTTESDLPHSHAYYALCYCVLILAIIFGNVLVCLAVLRERTLQTTTNYLVVSLAVADLLVAILVMPWVVYLEVTGGVWTFSRICCDIFVTMDVMMCTASILNLCAISIDRYTAVVKPVQYQYSTGQSSCRRVSLMIVIVWMLAFAVSCPLLFGFNTTGDPSVCSISNPSFVIYSSLVSFYLPFMVTLLLYVRIYLVLRQRQKKRTLTRQGSHSASTKPCYAHKEHMEKKALPNRCQGTSSPCLPLKCSDQETSTKRKLLTVFSLQRYRSFCHEATLTKAPGTAQHSRLEERRKSMKPGLEVRRLSNGRTMSSLKLAHQQPRLIQLRERKATQMLAIVLGAFIVCWLPFFLIHILNTHCPSCHVSPGLYSASTWLGYVNSALNPIIYTTFNTDFRKAFLKILCC. The pKi is 6.4.